Dataset: Forward reaction prediction with 1.9M reactions from USPTO patents (1976-2016). Task: Predict the product of the given reaction. (1) Given the reactants [NH2:1][C:2]1[N:7]=[C:6](S(C)=O)[C:5]([C:11]2[CH:12]=[CH:13][C:14](=[O:20])[N:15]([CH:17]([CH3:19])[CH3:18])[N:16]=2)=[C:4]([C:21]2[CH:26]=[CH:25][CH:24]=[CH:23][CH:22]=2)[N:3]=1.[NH:27]1[CH2:31][CH2:30][CH2:29][CH2:28]1, predict the reaction product. The product is: [NH2:1][C:2]1[N:3]=[C:4]([C:21]2[CH:26]=[CH:25][CH:24]=[CH:23][CH:22]=2)[C:5]([C:11]2[CH:12]=[CH:13][C:14](=[O:20])[N:15]([CH:17]([CH3:19])[CH3:18])[N:16]=2)=[C:6]([N:27]2[CH2:31][CH2:30][CH2:29][CH2:28]2)[N:7]=1. (2) Given the reactants C([O:9][C@@H:10]1[C@H:15]([O:16]C(=O)C2C=CC=CC=2)[C@H:14]([O:25]C(=O)C2C=CC=CC=2)[CH2:13][O:12][C@H:11]1[N:34]1[CH:41]=[C:40]([CH2:42][CH2:43][N:44]2[C:48](=[O:49])[C:47]3=[CH:50][CH:51]=[CH:52][CH:53]=[C:46]3[C:45]2=[O:54])[C:38](=[O:39])[NH:37][C:35]1=[O:36])(=O)C1C=CC=CC=1.C[O-].[Na+].O, predict the reaction product. The product is: [C:45]1(=[O:54])[N:44]([CH2:43][CH2:42][C:40]2[C:38](=[O:39])[NH:37][C:35](=[O:36])[N:34]([C@@H:11]3[O:12][CH2:13][C@@H:14]([OH:25])[C@@H:15]([OH:16])[C@H:10]3[OH:9])[CH:41]=2)[C:48](=[O:49])[C:47]2=[CH:50][CH:51]=[CH:52][CH:53]=[C:46]12. (3) Given the reactants [CH3:1][N:2]([CH3:30])[CH2:3][CH2:4][C:5]([C:14]1[CH:19]=[CH:18][C:17]([O:20][CH2:21][CH2:22][CH2:23][N:24]2[CH2:29][CH2:28][CH2:27][CH2:26][CH2:25]2)=[CH:16][CH:15]=1)(O)[CH2:6][C:7]1[CH:12]=[CH:11][CH:10]=[CH:9][CH:8]=1.OS(O)(=O)=O.C([SiH](CC)CC)C, predict the reaction product. The product is: [CH3:30][N:2]([CH3:1])[CH2:3][CH2:4][CH:5]([C:14]1[CH:15]=[CH:16][C:17]([O:20][CH2:21][CH2:22][CH2:23][N:24]2[CH2:25][CH2:26][CH2:27][CH2:28][CH2:29]2)=[CH:18][CH:19]=1)[CH2:6][C:7]1[CH:8]=[CH:9][CH:10]=[CH:11][CH:12]=1. (4) The product is: [OH:15][C:9]1([CH2:3][C:4]([O:6][CH2:7][CH3:8])=[O:5])[CH2:14][CH2:13][CH2:12][CH:11]=[CH:10]1. Given the reactants Br[Zn][CH2:3][C:4]([O:6][CH2:7][CH3:8])=[O:5].[C:9]1(=[O:15])[CH2:14][CH2:13][CH2:12][CH:11]=[CH:10]1.Cl.C(OCC)(=O)C, predict the reaction product. (5) Given the reactants [CH3:1][C:2]1[C:7]([CH3:8])=[CH:6][CH:5]=[CH:4][C:3]=1[C:9]1[CH:14]=[CH:13][CH:12]=[CH:11][C:10]=1[CH2:15][CH2:16][C:17](O)=[O:18].[CH:20]([NH:23][NH:24][C:25]([C:27]1[O:28][CH:29]=[CH:30][CH:31]=1)=[O:26])([CH3:22])[CH3:21].C(N(CC)CC)C.C1C=CC2N(O)N=NC=2C=1.CCN=C=NCCCN(C)C, predict the reaction product. The product is: [CH3:1][C:2]1[C:7]([CH3:8])=[CH:6][CH:5]=[CH:4][C:3]=1[C:9]1[CH:14]=[CH:13][CH:12]=[CH:11][C:10]=1[CH2:15][CH2:16][C:17]([N:23]([CH:20]([CH3:22])[CH3:21])[NH:24][C:25]([C:27]1[O:28][CH:29]=[CH:30][CH:31]=1)=[O:26])=[O:18]. (6) Given the reactants [F:1][CH:2]([F:24])[C:3]1[N:8]2[N:9]=[CH:10][C:11]([C:12]#[CH:13])=[C:7]2[N:6]=[C:5]([C:14]2[CH:19]=[CH:18][C:17]([C:20]([F:23])([F:22])[F:21])=[CH:16][CH:15]=2)[CH:4]=1.Br[C:26]1[CH:27]=[CH:28][C:29]([CH3:39])=[C:30]([S:32]([NH:35][CH2:36][CH2:37][OH:38])(=[O:34])=[O:33])[CH:31]=1, predict the reaction product. The product is: [F:24][CH:2]([F:1])[C:3]1[N:8]2[N:9]=[CH:10][C:11]([C:12]#[C:13][C:26]3[CH:27]=[CH:28][C:29]([CH3:39])=[C:30]([S:32]([NH:35][CH2:36][CH2:37][OH:38])(=[O:34])=[O:33])[CH:31]=3)=[C:7]2[N:6]=[C:5]([C:14]2[CH:19]=[CH:18][C:17]([C:20]([F:23])([F:22])[F:21])=[CH:16][CH:15]=2)[CH:4]=1. (7) Given the reactants Br[C:2]1[CH:7]=[CH:6][C:5]([CH2:8][N:9]([CH2:20][CH:21]([CH3:23])[CH3:22])[S:10]([CH2:13][C:14]2[CH:19]=[CH:18][CH:17]=[CH:16][CH:15]=2)(=[O:12])=[O:11])=[CH:4][CH:3]=1.C1(P(C2CCCCC2)C2C=CC=CC=2C2C(OC(C)C)=CC=CC=2OC(C)C)CCCCC1.COC(C)(C)C.CC(C)([O-])C.[Na+].[CH:69]1([C:72]([N:74]2[CH2:79][CH2:78][NH:77][CH2:76][CH2:75]2)=[O:73])[CH2:71][CH2:70]1, predict the reaction product. The product is: [CH:69]1([C:72]([N:74]2[CH2:79][CH2:78][N:77]([C:2]3[CH:7]=[CH:6][C:5]([CH2:8][N:9]([CH2:20][CH:21]([CH3:23])[CH3:22])[S:10]([CH2:13][C:14]4[CH:19]=[CH:18][CH:17]=[CH:16][CH:15]=4)(=[O:12])=[O:11])=[CH:4][CH:3]=3)[CH2:76][CH2:75]2)=[O:73])[CH2:70][CH2:71]1. (8) Given the reactants [I:1][C:2]1[C:3]([S:11][C:12]2[NH:13][C:14]3[C:19]([N:20]=2)=[C:18]([NH2:21])[N:17]=[CH:16][N:15]=3)=[CH:4][C:5]2[O:9][CH2:8][O:7][C:6]=2[CH:10]=1.O.[C:23]([O:27][C:28]([N:30]([CH:45]([CH3:47])[CH3:46])[CH:31](OS(C1C=CC(C)=CC=1)(=O)=O)[CH2:32][CH3:33])=[O:29])([CH3:26])([CH3:25])[CH3:24].C([O-])([O-])=O.[Cs+].[Cs+], predict the reaction product. The product is: [C:23]([O:27][C:28](=[O:29])[N:30]([CH2:31][CH2:32][CH2:33][N:13]1[C:12]([S:11][C:3]2[C:2]([I:1])=[CH:10][C:6]3[O:7][CH2:8][O:9][C:5]=3[CH:4]=2)=[N:20][C:19]2[C:14]1=[N:15][CH:16]=[N:17][C:18]=2[NH2:21])[CH:45]([CH3:46])[CH3:47])([CH3:25])([CH3:26])[CH3:24].